From a dataset of Full USPTO retrosynthesis dataset with 1.9M reactions from patents (1976-2016). Predict the reactants needed to synthesize the given product. (1) Given the product [CH3:1][C:2]1[CH:7]=[CH:6][CH:5]=[C:4]([CH3:8])[C:3]=1[C:9]1[CH:14]=[CH:13][C:12]([C:15]([Cl:26])=[O:17])=[CH:11][CH:10]=1, predict the reactants needed to synthesize it. The reactants are: [CH3:1][C:2]1[CH:7]=[CH:6][CH:5]=[C:4]([CH3:8])[C:3]=1[C:9]1[CH:14]=[CH:13][C:12]([C:15]([OH:17])=O)=[CH:11][CH:10]=1.CN(C)C=O.C(Cl)(=O)C([Cl:26])=O. (2) Given the product [C:4]([C:3]1[CH:6]=[CH:7][C:8]([C:10]([C:12]2[C:20]3[CH:19]=[N:18][CH:17]=[N:16][C:15]=3[N:14]([CH:21]([CH3:23])[CH3:22])[CH:13]=2)=[O:11])=[CH:9][C:2]=1[NH:1][C:31](=[O:32])[CH2:30][N:29]1[C:25]([CH3:24])=[CH:26][C:27]([C:34]([F:37])([F:36])[F:35])=[N:28]1)#[N:5], predict the reactants needed to synthesize it. The reactants are: [NH2:1][C:2]1[CH:9]=[C:8]([C:10]([C:12]2[C:20]3[CH:19]=[N:18][CH:17]=[N:16][C:15]=3[N:14]([CH:21]([CH3:23])[CH3:22])[CH:13]=2)=[O:11])[CH:7]=[CH:6][C:3]=1[C:4]#[N:5].[CH3:24][C:25]1[N:29]([CH2:30][C:31](O)=[O:32])[N:28]=[C:27]([C:34]([F:37])([F:36])[F:35])[CH:26]=1. (3) Given the product [Br:1][C:2]1[CH:9]=[CH:8][C:7]([O:10][CH3:11])=[CH:6][C:3]=1[CH2:4][NH2:5], predict the reactants needed to synthesize it. The reactants are: [Br:1][C:2]1[CH:9]=[CH:8][C:7]([O:10][CH3:11])=[CH:6][C:3]=1[C:4]#[N:5].B. (4) Given the product [CH2:4]([S-:16])[CH2:5][CH2:6][CH2:7][CH2:8][CH2:9][CH2:10][CH2:11][CH2:12][CH2:13][CH2:14][CH3:15].[Na+:3], predict the reactants needed to synthesize it. The reactants are: C[O-].[Na+:3].[CH2:4]([SH:16])[CH2:5][CH2:6][CH2:7][CH2:8][CH2:9][CH2:10][CH2:11][CH2:12][CH2:13][CH2:14][CH3:15]. (5) Given the product [CH3:21][C:19]([CH3:22])([S:23]([NH:25][CH:26]([C:2]1[C:11]2[C:6](=[CH:7][CH:8]=[CH:9][CH:10]=2)[CH:5]=[CH:4][C:3]=1[O:12][CH3:13])[CH2:27][CH2:28][CH2:29][C:30]([O:32][CH3:33])=[O:31])=[O:24])[CH3:20], predict the reactants needed to synthesize it. The reactants are: Br[C:2]1[C:11]2[C:6](=[CH:7][CH:8]=[CH:9][CH:10]=2)[CH:5]=[CH:4][C:3]=1[O:12][CH3:13].[Li]CCCC.[C:19]([S:23]([N:25]=[CH:26][CH2:27][CH2:28][CH2:29][C:30]([O:32][CH3:33])=[O:31])=[O:24])([CH3:22])([CH3:21])[CH3:20].[NH4+].[Cl-]. (6) The reactants are: O1CCOCC1.[CH2:7]([C:9]1[CH:10]=[CH:11][C:12]([CH:15]=[CH2:16])=[N:13][CH:14]=1)[CH3:8].[Br:17]N1C(=O)CCC1=O.[OH2:25]. Given the product [Br:17][CH2:16][CH:15]([C:12]1[CH:11]=[CH:10][C:9]([CH2:7][CH3:8])=[CH:14][N:13]=1)[OH:25], predict the reactants needed to synthesize it. (7) Given the product [C:1]1([CH3:18])[CH:6]=[CH:5][CH:4]=[CH:3][C:2]=1[C:7]1[CH:8]=[C:9]2[C:14](=[CH:15][CH:16]=1)[N:13]=[C:12]([NH:17][C:24](=[O:29])[C:25]([CH3:28])([CH3:27])[CH3:26])[CH:11]=[CH:10]2, predict the reactants needed to synthesize it. The reactants are: [C:1]1([CH3:18])[CH:6]=[CH:5][CH:4]=[CH:3][C:2]=1[C:7]1[CH:8]=[C:9]2[C:14](=[CH:15][CH:16]=1)[N:13]=[C:12]([NH2:17])[CH:11]=[CH:10]2.C1COCC1.[C:24](Cl)(=[O:29])[C:25]([CH3:28])([CH3:27])[CH3:26]. (8) Given the product [CH2:1]([O:8][C:9]1[CH:14]=[CH:13][C:12]([F:15])=[CH:11][C:10]=1[CH:16]([O:17][S:34]([CH3:33])(=[O:36])=[O:35])[C:18]1[CH:23]=[CH:22][CH:21]=[CH:20][C:19]=1[CH2:24][O:25][S:34]([CH3:33])(=[O:36])=[O:35])[C:2]1[CH:7]=[CH:6][CH:5]=[CH:4][CH:3]=1, predict the reactants needed to synthesize it. The reactants are: [CH2:1]([O:8][C:9]1[CH:14]=[CH:13][C:12]([F:15])=[CH:11][C:10]=1[CH:16]([C:18]1[CH:23]=[CH:22][CH:21]=[CH:20][C:19]=1[CH2:24][OH:25])[OH:17])[C:2]1[CH:7]=[CH:6][CH:5]=[CH:4][CH:3]=1.CCN(CC)CC.[CH3:33][S:34](Cl)(=[O:36])=[O:35]. (9) Given the product [F:17][C:2]([F:1])([F:16])[C:3]1[CH:4]=[C:5]([CH2:9][S:10]([CH:13]([CH2:24][CH2:23][S:22][C:19]([F:21])([F:20])[F:18])[C:14]#[N:15])(=[O:12])=[O:11])[CH:6]=[CH:7][CH:8]=1, predict the reactants needed to synthesize it. The reactants are: [F:1][C:2]([F:17])([F:16])[C:3]1[CH:4]=[C:5]([CH2:9][S:10]([CH2:13][C:14]#[N:15])(=[O:12])=[O:11])[CH:6]=[CH:7][CH:8]=1.[F:18][C:19]([S:22][CH2:23][CH2:24]OS(C(F)(F)F)(=O)=O)([F:21])[F:20]. (10) Given the product [NH2:15][C:14]1[C:11](=[N:10][NH:9][C:4]2[CH:5]=[CH:6][C:7]([F:8])=[C:2]([F:1])[CH:3]=2)[C:12]([NH2:13])=[N:32][N:31]=1, predict the reactants needed to synthesize it. The reactants are: [F:1][C:2]1[CH:3]=[C:4]([NH:9][N:10]=[C:11]([C:14]#[N:15])[C:12]#[N:13])[CH:5]=[CH:6][C:7]=1[F:8].FC1C=C(C=CC=1F)N.C(#N)CC#N.O.[NH2:31][NH2:32].